From a dataset of Reaction yield outcomes from USPTO patents with 853,638 reactions. Predict the reaction yield, written as a fraction of the theoretical maximum amount of product (1.0 means a 100% yield; for example, 0.34 means a 34% yield). (1) The reactants are [N:1]1([C:7]([C:9]2[N:10]([CH2:21][C:22]([F:25])([F:24])[F:23])[C:11]3[C:16]([CH:17]=2)=[CH:15][C:14]([C:18](O)=[O:19])=[CH:13][CH:12]=3)=[O:8])[CH2:6][CH2:5][O:4][CH2:3][CH2:2]1.[N:26]12[CH2:34][CH2:33][CH2:32][CH:31]1[CH2:30][NH:29][CH2:28][CH2:27]2. No catalyst specified. The product is [CH2:30]1[N:29]([C:18]([C:14]2[CH:15]=[C:16]3[C:11](=[CH:12][CH:13]=2)[N:10]([CH2:21][C:22]([F:25])([F:23])[F:24])[C:9]([C:7]([N:1]2[CH2:6][CH2:5][O:4][CH2:3][CH2:2]2)=[O:8])=[CH:17]3)=[O:19])[CH2:28][CH2:27][N:26]2[CH2:34][CH2:33][CH2:32][CH:31]12. The yield is 0.650. (2) The reactants are [CH2:1]([O:8][C:9]1[CH:10]=[CH:11][C:12]([C@@H:20]([OH:23])[CH2:21][Br:22])=[C:13]2[C:18]=1[NH:17][C:16](=[O:19])[CH:15]=[CH:14]2)[C:2]1[CH:7]=[CH:6][CH:5]=[CH:4][CH:3]=1.CN(C)C=O.N1C(C)=CC=CC=1C.FC(F)(F)S(O[Si:43]([C:46]([CH3:49])([CH3:48])[CH3:47])([CH3:45])[CH3:44])(=O)=O. The catalyst is C1CCCCC1.CO. The product is [CH2:1]([O:8][C:9]1[CH:10]=[CH:11][C:12]([C@@H:20]([O:23][Si:43]([C:46]([CH3:49])([CH3:48])[CH3:47])([CH3:45])[CH3:44])[CH2:21][Br:22])=[C:13]2[C:18]=1[NH:17][C:16](=[O:19])[CH:15]=[CH:14]2)[C:2]1[CH:3]=[CH:4][CH:5]=[CH:6][CH:7]=1. The yield is 0.800. (3) The reactants are [CH:1]1(/[CH:6]=[CH:7]/[CH:8]=[O:9])[CH2:5][CH2:4][CH2:3][CH2:2]1.[N+](C1C=CC(C(O)=O)=CC=1)([O-])=O.C1(C)C=CC=CC=1.[NH:29]1[CH:33]=[C:32]([C:34]2[C:35]3[CH:42]=[CH:41][N:40]([CH2:43][O:44][CH2:45][CH2:46][Si:47]([CH3:50])([CH3:49])[CH3:48])[C:36]=3[N:37]=[CH:38][N:39]=2)[CH:31]=[N:30]1. No catalyst specified. The product is [CH:1]1([C@H:6]([N:29]2[CH:33]=[C:32]([C:34]3[C:35]4[CH:42]=[CH:41][N:40]([CH2:43][O:44][CH2:45][CH2:46][Si:47]([CH3:50])([CH3:49])[CH3:48])[C:36]=4[N:37]=[CH:38][N:39]=3)[CH:31]=[N:30]2)[CH2:7][CH:8]=[O:9])[CH2:5][CH2:4][CH2:3][CH2:2]1. The yield is 0.838. (4) The reactants are [CH2:1]([CH:3]1[CH2:12][CH2:11][C:10]2[C:5](=[CH:6][CH:7]=[C:8]([NH:13][S:14]([CH3:17])(=[O:16])=[O:15])[CH:9]=2)[O:4]1)[CH3:2].C1C(=O)N([Br:25])C(=O)C1. The catalyst is C(#N)C. The product is [Br:25][C:6]1[CH:7]=[C:8]([NH:13][S:14]([CH3:17])(=[O:16])=[O:15])[CH:9]=[C:10]2[C:5]=1[O:4][CH:3]([CH2:1][CH3:2])[CH2:12][CH2:11]2. The yield is 0.470. (5) The reactants are [Cl:1][C:2]1[CH:7]=[CH:6][C:5]([C:8]2[C:13]([CH:14]([CH2:19][CH2:20][CH3:21])[C:15]([O:17]C)=[O:16])=[C:12]([CH3:22])[N:11]=[C:10]([C:23]3[CH:28]=[CH:27][CH:26]=[CH:25][CH:24]=3)[N:9]=2)=[C:4]([O:29]C)[CH:3]=1.B(Br)(Br)Br. The catalyst is ClCCl. The product is [Cl:1][C:2]1[CH:7]=[CH:6][C:5]([C:8]2[C:13]([CH:14]([CH2:19][CH2:20][CH3:21])[C:15]([OH:17])=[O:16])=[C:12]([CH3:22])[N:11]=[C:10]([C:23]3[CH:24]=[CH:25][CH:26]=[CH:27][CH:28]=3)[N:9]=2)=[C:4]([OH:29])[CH:3]=1. The yield is 0.0150. (6) The reactants are Br[CH2:2][C:3]([O:5][CH2:6][CH3:7])=[O:4].C(=O)([O-])[O-].[K+].[K+].[CH3:14][C:15]1[C:24]2[C:19](=[CH:20][C:21]([CH3:25])=[CH:22][CH:23]=2)[C:18]([N:26]2[CH:30]=[N:29][N:28]=[C:27]2[SH:31])=[CH:17][CH:16]=1.CN(C=O)C. The catalyst is C1COCC1.O. The product is [CH3:14][C:15]1[C:24]2[C:19](=[CH:20][C:21]([CH3:25])=[CH:22][CH:23]=2)[C:18]([N:26]2[CH:30]=[N:29][N:28]=[C:27]2[S:31][CH2:2][C:3]([O:5][CH2:6][CH3:7])=[O:4])=[CH:17][CH:16]=1. The yield is 0.860. (7) The reactants are [F:1][C:2]1[CH:3]=[C:4]([CH:9]=[CH:10][C:11]=1[CH2:12]Br)[C:5]([O:7][CH3:8])=[O:6].O.O.C([N+]([O-:23])(CC)CC)C.O. The catalyst is CS(C)=O.ClCCl. The product is [F:1][C:2]1[CH:3]=[C:4]([CH:9]=[CH:10][C:11]=1[CH:12]=[O:23])[C:5]([O:7][CH3:8])=[O:6]. The yield is 0.480. (8) The reactants are Br[C:2]1[CH:3]=[C:4]([N:8]2[C:16]3[C:11](=[CH:12][C:13]([C:17]4[CH:21]=[CH:20][N:19]([CH3:22])[N:18]=4)=[CH:14][CH:15]=3)[C:10]([C:23]([NH2:25])=[O:24])=[N:9]2)[CH:5]=[CH:6][CH:7]=1.[C:26]([C@:28]1([OH:35])[CH2:32][CH2:31][N:30]([CH3:33])[C:29]1=[O:34])#[CH:27]. No catalyst specified. The product is [OH:35][C@@:28]1([C:26]#[C:27][C:2]2[CH:3]=[C:4]([N:8]3[C:16]4[C:11](=[CH:12][C:13]([C:17]5[CH:21]=[CH:20][N:19]([CH3:22])[N:18]=5)=[CH:14][CH:15]=4)[C:10]([C:23]([NH2:25])=[O:24])=[N:9]3)[CH:5]=[CH:6][CH:7]=2)[CH2:32][CH2:31][N:30]([CH3:33])[C:29]1=[O:34]. The yield is 0.780.